From a dataset of Full USPTO retrosynthesis dataset with 1.9M reactions from patents (1976-2016). Predict the reactants needed to synthesize the given product. Given the product [Cl:8][C:7]1[N:6]=[C:5]2[CH:9]=[N:10][CH:11]=[CH:12][C:4]2=[N:3][C:2]=1[N:36]1[CH2:35][CH2:34][CH:33]([O:32][C:31]2[CH:30]=[CH:29][C:26]([C:27]#[N:28])=[CH:25][C:24]=2[F:23])[CH2:38][CH2:37]1, predict the reactants needed to synthesize it. The reactants are: Cl[C:2]1[N:3]=[C:4]2[CH:12]=[CH:11][N:10]=[CH:9][C:5]2=[N:6][C:7]=1[Cl:8].CCN(C(C)C)C(C)C.Cl.[F:23][C:24]1[CH:25]=[C:26]([CH:29]=[CH:30][C:31]=1[O:32][CH:33]1[CH2:38][CH2:37][NH:36][CH2:35][CH2:34]1)[C:27]#[N:28].[NH4+].[Cl-].